Dataset: Forward reaction prediction with 1.9M reactions from USPTO patents (1976-2016). Task: Predict the product of the given reaction. (1) Given the reactants [C:1]([O:5][C:6](=[O:33])[N:7]([CH2:9][C:10]1[CH:14]=[C:13]([C:15]2[CH:20]=[CH:19][CH:18]=[C:17]([CH:21]=O)[C:16]=2[F:23])[N:12]([S:24]([C:27]2[CH:28]=[N:29][CH:30]=[CH:31][CH:32]=2)(=[O:26])=[O:25])[CH:11]=1)[CH3:8])([CH3:4])([CH3:3])[CH3:2].Cl.[NH2:35][OH:36].C([O-])(=O)C.[Na+].C(=O)([O-])O.[Na+], predict the reaction product. The product is: [C:1]([O:5][C:6](=[O:33])[N:7]([CH2:9][C:10]1[CH:14]=[C:13]([C:15]2[CH:20]=[CH:19][CH:18]=[C:17]([CH:21]=[N:35][OH:36])[C:16]=2[F:23])[N:12]([S:24]([C:27]2[CH:28]=[N:29][CH:30]=[CH:31][CH:32]=2)(=[O:26])=[O:25])[CH:11]=1)[CH3:8])([CH3:3])([CH3:2])[CH3:4]. (2) Given the reactants C(O)(=O)/[CH:2]=[CH:3]/[C:4]1[CH:12]=[CH:11][C:9]([OH:10])=[C:6]([O:7]C)[CH:5]=1.[C:15]([O-])([O-])=O.[K+].[K+].N1C=CN=C1, predict the reaction product. The product is: [CH:3]([C:4]1[CH:5]=[C:6]([OH:7])[C:9]([O:10][CH3:15])=[CH:11][CH:12]=1)=[CH2:2]. (3) Given the reactants Br[C:2]1[CH:3]=[C:4]2[C:8](=[CH:9][CH:10]=1)[N:7]([C:11](=[O:19])[CH2:12][C:13]1[CH:18]=[CH:17][CH:16]=[CH:15][CH:14]=1)[CH2:6][CH2:5]2.B1(B2OC(C)(C)C(C)(C)O2)OC(C)(C)C(C)(C)O1.C([O-])(=O)C.[K+].Br[C:44]1[C:52]2[C:47](=[N:48][CH:49]=[N:50][C:51]=2[NH2:53])[NH:46][N:45]=1.C([O-])(O)=O.[Na+], predict the reaction product. The product is: [C:13]1([CH2:12][C:11]([N:7]2[C:8]3[C:4](=[CH:3][C:2]([C:44]4[C:52]5[C:47](=[N:48][CH:49]=[N:50][C:51]=5[NH2:53])[NH:46][N:45]=4)=[CH:10][CH:9]=3)[CH2:5][CH2:6]2)=[O:19])[CH:18]=[CH:17][CH:16]=[CH:15][CH:14]=1. (4) Given the reactants FC(F)(F)C([O-])=O.[CH:8]1[C:20]2[C:19]3[CH2:18][CH2:17][NH2+:16][CH2:15][C:14]=3[CH:13]=[N:12][C:11]=2[NH:10][N:9]=1.CCN(C(C)C)C(C)C.[CH2:30]([C:37]1[CH:42]=[CH:41][CH:40]=[C:39]([N:43]=[C:44]=[O:45])[CH:38]=1)[C:31]1[CH:36]=[CH:35][CH:34]=[CH:33][CH:32]=1.ClCCl, predict the reaction product. The product is: [CH2:30]([C:37]1[CH:38]=[C:39]([NH:43][C:44]([N:16]2[CH2:15][C:14]3[CH:13]=[N:12][C:11]4[NH:10][N:9]=[CH:8][C:20]=4[C:19]=3[CH2:18][CH2:17]2)=[O:45])[CH:40]=[CH:41][CH:42]=1)[C:31]1[CH:32]=[CH:33][CH:34]=[CH:35][CH:36]=1.